Dataset: Peptide-MHC class II binding affinity with 134,281 pairs from IEDB. Task: Regression. Given a peptide amino acid sequence and an MHC pseudo amino acid sequence, predict their binding affinity value. This is MHC class II binding data. (1) The peptide sequence is NPPFGDSYIIVGRGD. The MHC is HLA-DQA10201-DQB10303 with pseudo-sequence HLA-DQA10201-DQB10303. The binding affinity (normalized) is 0.261. (2) The peptide sequence is HGITDVRPLYSRRLPKGVKH. The MHC is DRB1_0403 with pseudo-sequence DRB1_0403. The binding affinity (normalized) is 0.0619. (3) The peptide sequence is YDKFLASVSTVLTGK. The binding affinity (normalized) is 0.740. The MHC is DRB1_1001 with pseudo-sequence DRB1_1001. (4) The peptide sequence is GEWQIVDKIDAAFKI. The MHC is DRB1_0701 with pseudo-sequence DRB1_0701. The binding affinity (normalized) is 0.722. (5) The peptide sequence is KTIAYDEEARR. The MHC is DRB1_1101 with pseudo-sequence DRB1_1101. The binding affinity (normalized) is 0. (6) The binding affinity (normalized) is 0.620. The MHC is DRB1_1302 with pseudo-sequence DRB1_1302. The peptide sequence is KFVDSTVVASVTIID.